From a dataset of Forward reaction prediction with 1.9M reactions from USPTO patents (1976-2016). Predict the product of the given reaction. The product is: [Br:1][C:2]1[CH:6]=[CH:5][S:4][C:3]=1[C:7]1[N:11]([C:12]2[CH:13]=[CH:14][C:15]([OH:18])=[CH:16][CH:17]=2)[C:10]2[CH:20]=[CH:21][CH:22]=[CH:23][C:9]=2[N:8]=1. Given the reactants [Br:1][C:2]1[CH:6]=[CH:5][S:4][C:3]=1[C:7]1[N:11]([C:12]2[CH:17]=[CH:16][C:15]([O:18]C)=[CH:14][CH:13]=2)[C:10]2[CH:20]=[CH:21][CH:22]=[CH:23][C:9]=2[N:8]=1.BrBr, predict the reaction product.